This data is from Forward reaction prediction with 1.9M reactions from USPTO patents (1976-2016). The task is: Predict the product of the given reaction. (1) Given the reactants Cl.[NH2:2][OH:3].[OH:4][C:5]1[CH:12]=[CH:11][C:8]([C:9]#[N:10])=[CH:7][CH:6]=1, predict the reaction product. The product is: [OH:4][C:5]1[CH:12]=[CH:11][C:8]([C:9]([NH:2][OH:3])=[NH:10])=[CH:7][CH:6]=1. (2) Given the reactants [F:1][C:2]1[CH:7]=[CH:6][C:5]([CH2:8][C:9]2[C:18]3[C:13](=[CH:14][CH:15]=[CH:16][CH:17]=3)[C:12](=[O:19])[NH:11][N:10]=2)=[CH:4][C:3]=1[N:20]1[C:24](=[O:25])[CH:23]([CH3:26])[N:22]([CH2:27][CH2:28][OH:29])[C:21]1=[O:30].C(N(CC)CC)C.[CH3:38][S:39](Cl)(=[O:41])=[O:40], predict the reaction product. The product is: [F:1][C:2]1[CH:7]=[CH:6][C:5]([CH2:8][C:9]2[C:18]3[C:13](=[CH:14][CH:15]=[CH:16][CH:17]=3)[C:12](=[O:19])[NH:11][N:10]=2)=[CH:4][C:3]=1[N:20]1[C:24](=[O:25])[CH:23]([CH3:26])[N:22]([CH2:27][CH2:28][O:29][S:39]([CH3:38])(=[O:41])=[O:40])[C:21]1=[O:30].